From a dataset of Reaction yield outcomes from USPTO patents with 853,638 reactions. Predict the reaction yield, written as a fraction of the theoretical maximum amount of product (1.0 means a 100% yield; for example, 0.34 means a 34% yield). (1) The reactants are Br[C:2]1[CH:3]=[C:4]2[C:9](=[CH:10][CH:11]=1)[N:8]=[CH:7][C:6]([S:12]([CH3:15])(=[O:14])=[O:13])=[C:5]2[N:16]1[CH2:21][CH2:20][CH:19]([CH:22]([N:24]([CH3:26])[CH3:25])[CH3:23])[CH2:18][CH2:17]1.[Cl:27][C:28]1[CH:33]=[C:32](B2OC(C)(C)C(C)(C)O2)[CH:31]=[C:30]([O:43][CH3:44])[C:29]=1[OH:45]. No catalyst specified. The product is [Cl:27][C:28]1[CH:33]=[C:32]([C:2]2[CH:3]=[C:4]3[C:9](=[CH:10][CH:11]=2)[N:8]=[CH:7][C:6]([S:12]([CH3:15])(=[O:13])=[O:14])=[C:5]3[N:16]2[CH2:17][CH2:18][CH:19]([CH:22]([N:24]([CH3:26])[CH3:25])[CH3:23])[CH2:20][CH2:21]2)[CH:31]=[C:30]([O:43][CH3:44])[C:29]=1[OH:45]. The yield is 0.550. (2) The reactants are [C:1]1([CH:7]=[CH:8][C:9]([C:11]2[CH:16]=[CH:15][CH:14]=[CH:13][CH:12]=2)=[O:10])[CH:6]=[CH:5][CH:4]=[CH:3][CH:2]=1.[OH-:17].[K+].Cl.C[OH:21]. No catalyst specified. The product is [OH:17][C:8]1[C:7](=[O:21])[C:1]2[C:2](=[CH:3][CH:4]=[CH:5][CH:6]=2)[O:10][C:9]=1[C:11]1[CH:16]=[CH:15][CH:14]=[CH:13][CH:12]=1. The yield is 0.700. (3) The reactants are [CH3:1][C:2]1[CH:3]=[C:4]2[C:9](=[CH:10][CH:11]=1)[NH:8][C:7](=[O:12])[C:6]([C:13]#[N:14])=[C:5]2[N:15]1[CH2:20][CH2:19][N:18]([C:21]([C:23]2[S:24][CH:25]=[CH:26][CH:27]=2)=[O:22])[CH2:17][CH2:16]1.Cl.[CH:29]([N:32]([CH:36](C)C)[CH2:33]CCl)(C)[CH3:30].C(=O)([O-])[O-].[K+].[K+]. The catalyst is CN(C=O)C. The product is [CH3:33][N:32]([CH3:36])[CH2:29][CH2:30][N:8]1[C:9]2[C:4](=[CH:3][C:2]([CH3:1])=[CH:11][CH:10]=2)[C:5]([N:15]2[CH2:16][CH2:17][N:18]([C:21]([C:23]3[S:24][CH:25]=[CH:26][CH:27]=3)=[O:22])[CH2:19][CH2:20]2)=[C:6]([C:13]#[N:14])[C:7]1=[O:12]. The yield is 0.300. (4) The reactants are Cl[C:2]1[N:3]=[N:4][C:5]([NH:8][NH2:9])=[CH:6][CH:7]=1.[CH3:10][O:11][C:12](=[O:25])[C:13](=O)[CH2:14][C:15]([C:17]1[CH:22]=[CH:21][C:20]([CH3:23])=[CH:19][N:18]=1)=O.Cl.[C:27](=[O:30])([O-])O.[Na+].[CH2:32](O)C. The catalyst is C(OCC)(=O)C. The product is [CH2:10]([O:11][C:12]([C:13]1[CH:14]=[C:15]([C:17]2[CH:22]=[CH:21][C:20]([CH3:23])=[CH:19][N:18]=2)[N:8]([C:5]2[N:4]=[N:3][C:2]([O:30][CH3:27])=[CH:7][CH:6]=2)[N:9]=1)=[O:25])[CH3:32]. The yield is 0.820. (5) The reactants are [CH3:1][C:2]1[C:7]([C:8]([NH:10][CH2:11][CH2:12][C@H:13]([N:15]2[CH2:20][CH2:19][CH:18]([N:21]([CH2:38][C:39]3[CH:43]=[CH:42][S:41][CH:40]=3)[C:22]3[CH:37]=[CH:36][C:25]([O:26][C:27]4[CH:35]=[CH:34][C:30]([C:31]([OH:33])=O)=[CH:29][CH:28]=4)=[CH:24][CH:23]=3)[CH2:17][CH2:16]2)[CH3:14])=[O:9])=[C:6]([CH3:44])[N:5]=[CH:4][N:3]=1.[Cl-].[NH4+:46]. No catalyst specified. The product is [C:31]([C:30]1[CH:29]=[CH:28][C:27]([O:26][C:25]2[CH:36]=[CH:37][C:22]([N:21]([CH2:38][C:39]3[CH:43]=[CH:42][S:41][CH:40]=3)[CH:18]3[CH2:19][CH2:20][N:15]([C@H:13]([CH3:14])[CH2:12][CH2:11][NH:10][C:8]([C:7]4[C:2]([CH3:1])=[N:3][CH:4]=[N:5][C:6]=4[CH3:44])=[O:9])[CH2:16][CH2:17]3)=[CH:23][CH:24]=2)=[CH:35][CH:34]=1)(=[O:33])[NH2:46]. The yield is 1.00. (6) The catalyst is O1CCOCC1.O. The reactants are [CH2:1]([O:8][C@H:9]1[CH2:13][NH:12][C@H:11]([C:14]([OH:16])=[O:15])[CH2:10]1)[C:2]1[CH:7]=[CH:6][CH:5]=[CH:4][CH:3]=1.C(O)(C(F)(F)F)=O.C(=O)([O-])[O-].[K+].[K+].[C:30](Cl)(=[O:46])[O:31][CH2:32][CH:33]1[C:45]2[CH:44]=[CH:43][CH:42]=[CH:41][C:40]=2[C:39]2[C:34]1=[CH:35][CH:36]=[CH:37][CH:38]=2. The product is [CH:44]1[C:45]2[CH:33]([CH2:32][O:31][C:30]([N:12]3[CH2:13][C@H:9]([O:8][CH2:1][C:2]4[CH:7]=[CH:6][CH:5]=[CH:4][CH:3]=4)[CH2:10][C@H:11]3[C:14]([OH:16])=[O:15])=[O:46])[C:34]3[C:39](=[CH:38][CH:37]=[CH:36][CH:35]=3)[C:40]=2[CH:41]=[CH:42][CH:43]=1. The yield is 0.623.